Dataset: Forward reaction prediction with 1.9M reactions from USPTO patents (1976-2016). Task: Predict the product of the given reaction. (1) Given the reactants [CH3:1][C:2]1([CH3:10])[O:6][C@H:5]([C:7](=O)C)[CH2:4][O:3]1.C1COCC1.Cl.[NH2:17][OH:18].C([O-])([O-])=O.[Na+].[Na+], predict the reaction product. The product is: [CH3:1][C:2]1([CH3:10])[O:6][C@H:5]([CH:7]=[N:17][OH:18])[CH2:4][O:3]1. (2) Given the reactants C[O:2][C:3](=[O:40])[C:4]1[CH:9]=[C:8]([Cl:10])[C:7]([N:11]2[CH2:16][CH2:15][N:14]([C:17]3[NH:21][C:20]4[CH:22]=[C:23]([C:35]([F:38])([F:37])[F:36])[CH:24]=[C:25]([C:26]5[CH:31]=[C:30]([F:32])[C:29]([F:33])=[C:28]([F:34])[CH:27]=5)[C:19]=4[N:18]=3)[C@H:13]([CH3:39])[CH2:12]2)=[N:6][CH:5]=1.[OH-].[Na+].Cl, predict the reaction product. The product is: [Cl:10][C:8]1[C:7]([N:11]2[CH2:16][CH2:15][N:14]([C:17]3[NH:18][C:19]4[C:25]([C:26]5[CH:31]=[C:30]([F:32])[C:29]([F:33])=[C:28]([F:34])[CH:27]=5)=[CH:24][C:23]([C:35]([F:38])([F:36])[F:37])=[CH:22][C:20]=4[N:21]=3)[C@H:13]([CH3:39])[CH2:12]2)=[N:6][CH:5]=[C:4]([CH:9]=1)[C:3]([OH:40])=[O:2]. (3) Given the reactants [NH2:1][C@H:2]([C:13]([OH:15])=[O:14])[CH2:3][C:4]1[C:12]2[C:7](=[CH:8][CH:9]=[CH:10][CH:11]=2)[NH:6][CH:5]=1.P([O-])([O-])([O-])=O.[K+].[K+].[K+], predict the reaction product. The product is: [NH2:1][C@@H:2]([C:13]([OH:15])=[O:14])[CH2:3][C:4]1[C:12]2[C:7](=[CH:8][CH:9]=[CH:10][CH:11]=2)[NH:6][CH:5]=1. (4) Given the reactants CN(C)C=O.[H-].[Na+].[NH:8]1[CH:12]=[CH:11][N:10]=[CH:9]1.Br[C:14]1[CH:23]=[C:22]2[C:17]([C:18]([CH3:31])=[CH:19][C:20](=[O:30])[N:21]2[CH2:24][CH:25]2[O:29][CH2:28][CH2:27][O:26]2)=[CH:16][CH:15]=1, predict the reaction product. The product is: [O:26]1[CH2:27][CH2:28][O:29][CH:25]1[CH2:24][N:21]1[C:22]2[C:17](=[CH:16][CH:15]=[C:14]([N:8]3[CH:12]=[CH:11][N:10]=[CH:9]3)[CH:23]=2)[C:18]([CH3:31])=[CH:19][C:20]1=[O:30]. (5) Given the reactants [N:1]1([CH2:10][C:11]2[CH:20]=[CH:19][C:14]3[N:15]=[C:16](Br)[S:17][C:13]=3[CH:12]=2)[C:5]2[CH:6]=[CH:7][CH:8]=[CH:9][C:4]=2[N:3]=[CH:2]1.CCN(C(C)C)C(C)C.[NH2:30][C@@H:31]1[CH2:36][CH2:35][CH2:34][CH2:33][C@H:32]1[OH:37], predict the reaction product. The product is: [N:1]1([CH2:10][C:11]2[CH:20]=[CH:19][C:14]3[N:15]=[C:16]([NH:30][C@@H:31]4[CH2:36][CH2:35][CH2:34][CH2:33][C@H:32]4[OH:37])[S:17][C:13]=3[CH:12]=2)[C:5]2[CH:6]=[CH:7][CH:8]=[CH:9][C:4]=2[N:3]=[CH:2]1. (6) Given the reactants [F:1][C:2]([F:21])([F:20])[C:3]1[CH:9]=[CH:8][C:6]([NH2:7])=[C:5](C2C=NC(C(F)(F)F)=CC=2)[CH:4]=1.[CH3:37][C:32]1([CH3:38])[C:33]([CH3:36])([CH3:35])[O:34][B:30]([B:30]2[O:34][C:33]([CH3:36])([CH3:35])[C:32]([CH3:38])([CH3:37])[O:31]2)[O:31]1.C1(P(C2CCCCC2)C2C=CC=CC=2C2C(C(C)C)=CC(C(C)C)=CC=2C(C)C)CCCCC1.C([O-])(=O)C.[K+].[O:79]1[CH2:84]C[O:82][CH2:81][CH2:80]1, predict the reaction product. The product is: [CH3:84][O:79][CH2:80][CH2:81][O:82][C:9]1[C:3]([C:2]([F:1])([F:20])[F:21])=[CH:4][C:5]([B:30]2[O:31][C:32]([CH3:37])([CH3:38])[C:33]([CH3:35])([CH3:36])[O:34]2)=[C:6]([CH:8]=1)[NH2:7]. (7) Given the reactants [Cl:1][C:2]1[CH:7]=[CH:6][CH:5]=[C:4]([Cl:8])[C:3]=1[C:9]1[C:13]([CH2:14][O:15][C:16]2[N:21]=[C:20]([O:22][CH3:23])[C:19]([NH2:24])=[CH:18][CH:17]=2)=[C:12]([CH:25]([CH3:27])[CH3:26])[O:11][N:10]=1.[CH3:28][O:29][C:30](=[O:41])[C:31]1[CH:36]=[CH:35][C:34]([S:37](Cl)(=[O:39])=[O:38])=[CH:33][CH:32]=1.C(N(C(C)C)CC)(C)C, predict the reaction product. The product is: [CH3:28][O:29][C:30](=[O:41])[C:31]1[CH:32]=[CH:33][C:34]([S:37](=[O:38])(=[O:39])[NH:24][C:19]2[C:20]([O:22][CH3:23])=[N:21][C:16]([O:15][CH2:14][C:13]3[C:9]([C:3]4[C:2]([Cl:1])=[CH:7][CH:6]=[CH:5][C:4]=4[Cl:8])=[N:10][O:11][C:12]=3[CH:25]([CH3:27])[CH3:26])=[CH:17][CH:18]=2)=[CH:35][CH:36]=1.